This data is from Merck oncology drug combination screen with 23,052 pairs across 39 cell lines. The task is: Regression. Given two drug SMILES strings and cell line genomic features, predict the synergy score measuring deviation from expected non-interaction effect. (1) Drug 2: O=C(CCCCCCC(=O)Nc1ccccc1)NO. Cell line: A2780. Synergy scores: synergy=-27.5. Drug 1: CCC1=CC2CN(C1)Cc1c([nH]c3ccccc13)C(C(=O)OC)(c1cc3c(cc1OC)N(C)C1C(O)(C(=O)OC)C(OC(C)=O)C4(CC)C=CCN5CCC31C54)C2. (2) Drug 1: CC1(c2nc3c(C(N)=O)cccc3[nH]2)CCCN1. Drug 2: Cn1c(=O)n(-c2ccc(C(C)(C)C#N)cc2)c2c3cc(-c4cnc5ccccc5c4)ccc3ncc21. Cell line: OV90. Synergy scores: synergy=17.0. (3) Drug 1: COc1cccc2c1C(=O)c1c(O)c3c(c(O)c1C2=O)CC(O)(C(=O)CO)CC3OC1CC(N)C(O)C(C)O1. Drug 2: O=C(O)C1(Cc2cccc(Nc3nccs3)n2)CCC(Oc2cccc(Cl)c2F)CC1. Cell line: VCAP. Synergy scores: synergy=-9.38. (4) Drug 1: CCC1(O)CC2CN(CCc3c([nH]c4ccccc34)C(C(=O)OC)(c3cc4c(cc3OC)N(C)C3C(O)(C(=O)OC)C(OC(C)=O)C5(CC)C=CCN6CCC43C65)C2)C1. Drug 2: COC1=C2CC(C)CC(OC)C(O)C(C)C=C(C)C(OC(N)=O)C(OC)C=CC=C(C)C(=O)NC(=CC1=O)C2=O. Cell line: SW620. Synergy scores: synergy=-3.81. (5) Drug 1: N#Cc1ccc(Cn2cncc2CN2CCN(c3cccc(Cl)c3)C(=O)C2)cc1. Drug 2: Nc1ccn(C2OC(CO)C(O)C2(F)F)c(=O)n1. Cell line: EFM192B. Synergy scores: synergy=-10.0.